This data is from Reaction yield outcomes from USPTO patents with 853,638 reactions. The task is: Predict the reaction yield, written as a fraction of the theoretical maximum amount of product (1.0 means a 100% yield; for example, 0.34 means a 34% yield). (1) The reactants are ON=[CH:3][C:4]([NH:6][C:7]1[CH:15]=[CH:14][CH:13]=[C:12]2[C:8]=1[CH2:9][CH2:10][CH2:11]2)=[O:5].CS(O)(=O)=[O:18]. No catalyst specified. The product is [NH:6]1[C:7]2[C:15](=[CH:14][CH:13]=[C:12]3[C:8]=2[CH2:9][CH2:10][CH2:11]3)[C:3](=[O:18])[C:4]1=[O:5]. The yield is 0.720. (2) The reactants are S(O[CH2:12][CH2:13][O:14][CH2:15][CH2:16][O:17][CH2:18][CH2:19][O:20][CH2:21][CH2:22][C:23]([O:25][CH3:26])=[O:24])(C1C=CC(C)=CC=1)(=O)=O.[NH2:27][C:28]1[CH:29]=[C:30]([CH2:36][OH:37])[CH:31]=[C:32]([CH2:34][OH:35])[CH:33]=1.C(=O)([O-])[O-].[K+].[K+]. The catalyst is CN(C=O)C. The product is [OH:35][CH2:34][C:32]1[CH:33]=[C:28]([NH:27][CH2:12][CH2:13][O:14][CH2:15][CH2:16][O:17][CH2:18][CH2:19][O:20][CH2:21][CH2:22][C:23]([O:25][CH3:26])=[O:24])[CH:29]=[C:30]([CH2:36][OH:37])[CH:31]=1. The yield is 0.250. (3) The reactants are [CH3:1][CH2:2][CH2:3][CH2:4][NH:5][C:6]1[CH:7]=[C:8]([C:23]([OH:25])=[O:24])[CH:9]=[C:10]([S:19]([NH2:22])(=[O:21])=[O:20])[C:11]=1[O:12][C:13]1[CH:14]=[CH:15][CH:16]=[CH:17][CH:18]=1.[C:26]([O:32][CH2:33]Cl)(=[O:31])[C:27]([CH3:30])([CH3:29])[CH3:28].C(N(CC)CC)C.[I-].[Na+]. The catalyst is CN(C)C=O. The product is [NH2:22][S:19]([C:10]1[CH:9]=[C:8]([CH:7]=[C:6]([NH:5][CH2:4][CH2:3][CH2:2][CH3:1])[C:11]=1[O:12][C:13]1[CH:18]=[CH:17][CH:16]=[CH:15][CH:14]=1)[C:23]([O:25][CH2:33][O:32][C:26]([C:27]([CH3:30])([CH3:29])[CH3:28])=[O:31])=[O:24])(=[O:21])=[O:20]. The yield is 0.600. (4) The reactants are [CH3:1][O:2][C:3]1[CH:4]=[C:5]2[O:9][C:8]([C:10]3[N:11]=[C:12]4[N:16]([CH:17]=3)[N:15]=[C:14]([O:18][CH3:19])[S:13]4)=[CH:7][C:6]2=[C:20]([OH:22])[CH:21]=1.C1(P(C2C=CC=CC=2)C2C=CC=CC=2)C=CC=CC=1.[F:42][C:43]([F:59])([F:58])[C:44]1[CH:45]=[C:46]([C:50]2[CH:55]=[CH:54][CH:53]=[C:52]([CH2:56]O)[CH:51]=2)[CH:47]=[CH:48][CH:49]=1.N(C(OC(C)C)=O)=NC(OC(C)C)=O. The catalyst is C1COCC1.C(Cl)Cl.C1C=CC=CC=1. The product is [CH3:19][O:18][C:14]1[S:13][C:12]2=[N:11][C:10]([C:8]3[O:9][C:5]4[CH:4]=[C:3]([O:2][CH3:1])[CH:21]=[C:20]([O:22][CH2:56][C:52]5[CH:51]=[C:50]([C:46]6[CH:47]=[CH:48][CH:49]=[C:44]([C:43]([F:42])([F:58])[F:59])[CH:45]=6)[CH:55]=[CH:54][CH:53]=5)[C:6]=4[CH:7]=3)=[CH:17][N:16]2[N:15]=1. The yield is 0.580. (5) The reactants are [CH:1]([C:4]1[N:5]=[C:6](/[CH:9]=[CH:10]/[C:11]2[CH:41]=[CH:40][N:14]3[C:15](=[O:39])[C:16](/[CH:30]=[CH:31]/[C:32]([O:34][C:35]([CH3:38])([CH3:37])[CH3:36])=[O:33])=[C:17](OS(C4C=CC(C)=CC=4)(=O)=O)[N:18]=[C:13]3[CH:12]=2)[S:7][CH:8]=1)([CH3:3])[CH3:2].[NH:42]1[CH2:47][CH2:46][O:45][CH2:44][CH2:43]1. The catalyst is CN(C)C=O. The product is [CH:1]([C:4]1[N:5]=[C:6](/[CH:9]=[CH:10]/[C:11]2[CH:41]=[CH:40][N:14]3[C:15](=[O:39])[C:16](/[CH:30]=[CH:31]/[C:32]([O:34][C:35]([CH3:36])([CH3:38])[CH3:37])=[O:33])=[C:17]([N:42]4[CH2:47][CH2:46][O:45][CH2:44][CH2:43]4)[N:18]=[C:13]3[CH:12]=2)[S:7][CH:8]=1)([CH3:3])[CH3:2]. The yield is 0.870.